From a dataset of Plasma protein binding rate (PPBR) regression data from AstraZeneca. Regression/Classification. Given a drug SMILES string, predict its absorption, distribution, metabolism, or excretion properties. Task type varies by dataset: regression for continuous measurements (e.g., permeability, clearance, half-life) or binary classification for categorical outcomes (e.g., BBB penetration, CYP inhibition). For this dataset (ppbr_az), we predict Y. The drug is Nc1nc(-c2ccc(Cl)c(Cl)c2)c(-c2ccncc2)s1. The Y is 99.3 %.